This data is from Forward reaction prediction with 1.9M reactions from USPTO patents (1976-2016). The task is: Predict the product of the given reaction. (1) Given the reactants [C:1]1([C:7]2[CH:12]=[CH:11][C:10]([OH:13])=[CH:9][CH:8]=2)[CH:6]=[CH:5][CH:4]=[CH:3][CH:2]=1.CC(C)([O-])C.[K+].[I-].[Na+].[CH2:22](OS(C1C=CC(C)=CC=1)(=O)=O)[CH2:23][C:24]#[CH:25], predict the reaction product. The product is: [CH2:25]([O:13][C:10]1[CH:9]=[CH:8][C:7]([C:1]2[CH:2]=[CH:3][CH:4]=[CH:5][CH:6]=2)=[CH:12][CH:11]=1)[CH2:24][C:23]#[CH:22]. (2) Given the reactants [C:1]([O:5][C:6](=[O:19])[C:7]1[CH:12]=[CH:11][C:10]([NH:13][CH2:14][CH3:15])=[C:9]([N+:16]([O-])=O)[CH:8]=1)([CH3:4])([CH3:3])[CH3:2].C1(C)C=CC(S([O-])(=O)=O)=CC=1.[CH2:31]([N:38]1[C:42](=[O:43])[C:41](=[C:44]2[N:48]([CH3:49])[C:47]3[CH:50]=[CH:51][CH:52]=[CH:53][C:46]=3[S:45]2)[S:40][CH2+:39]1SC)[C:32]1[CH:37]=[CH:36][CH:35]=[CH:34][CH:33]=1, predict the reaction product. The product is: [C:1]([O:5][C:6](=[O:19])[C:7]1[CH:12]=[CH:11][C:10]([NH:13][CH2:14][CH3:15])=[C:9]([N:16]=[C:39]2[N:38]([CH2:31][C:32]3[CH:33]=[CH:34][CH:35]=[CH:36][CH:37]=3)[C:42](=[O:43])[C:41](=[C:44]3[N:48]([CH3:49])[C:47]4[CH:50]=[CH:51][CH:52]=[CH:53][C:46]=4[S:45]3)[S:40]2)[CH:8]=1)([CH3:4])([CH3:3])[CH3:2]. (3) Given the reactants Br[C:2]1[CH:10]=[C:9]2[C:5]([CH:6]=[N:7][N:8]2[S:11]([C:14]2[CH:19]=[CH:18][C:17]([CH3:20])=[CH:16][CH:15]=2)(=[O:13])=[O:12])=[C:4]([NH:21][C:22]([C:24]2[N:25]=[C:26]([CH2:29][N:30]3[CH2:35][C@H:34]([CH3:36])[O:33][C@H:32]([CH3:37])[CH2:31]3)[S:27][CH:28]=2)=[O:23])[CH:3]=1.[CH3:38][O:39][C:40]1[C:45]([NH2:46])=[CH:44][C:43](B2OC(C)(C)C(C)(C)O2)=[CH:42][N:41]=1.C(=O)([O-])[O-].[Na+].[Na+].O1CCOCC1, predict the reaction product. The product is: [NH2:46][C:45]1[CH:44]=[C:43]([C:2]2[CH:10]=[C:9]3[C:5]([CH:6]=[N:7][N:8]3[S:11]([C:14]3[CH:15]=[CH:16][C:17]([CH3:20])=[CH:18][CH:19]=3)(=[O:12])=[O:13])=[C:4]([NH:21][C:22]([C:24]3[N:25]=[C:26]([CH2:29][N:30]4[CH2:35][C@H:34]([CH3:36])[O:33][C@H:32]([CH3:37])[CH2:31]4)[S:27][CH:28]=3)=[O:23])[CH:3]=2)[CH:42]=[N:41][C:40]=1[O:39][CH3:38]. (4) Given the reactants BrC1C([C@@H](NC(=O)OC(C)(C)C)CC2C=C(F)C=C(F)C=2)=NC=C(C#CC(O)(C)C)C=1.[C:32]([Si:34]([CH3:37])([CH3:36])[CH3:35])#[CH:33].[Br:38][C:39]1[C:40]([C@@H:46]([NH:56][C:57](=[O:75])[CH2:58][N:59]2[C:67]3[C:66]([F:69])([F:68])[CH2:65][CH2:64][C:63]([F:71])([F:70])[C:62]=3[C:61]([CH:72]([F:74])[F:73])=[N:60]2)[CH2:47][C:48]2[CH:53]=[C:52]([F:54])[CH:51]=[C:50]([F:55])[CH:49]=2)=[N:41][C:42](Br)=[CH:43][CH:44]=1, predict the reaction product. The product is: [Br:38][C:39]1[C:40]([C@@H:46]([NH:56][C:57](=[O:75])[CH2:58][N:59]2[C:67]3[C:66]([F:68])([F:69])[CH2:65][CH2:64][C:63]([F:70])([F:71])[C:62]=3[C:61]([CH:72]([F:74])[F:73])=[N:60]2)[CH2:47][C:48]2[CH:49]=[C:50]([F:55])[CH:51]=[C:52]([F:54])[CH:53]=2)=[N:41][C:42]([C:33]#[C:32][Si:34]([CH3:37])([CH3:36])[CH3:35])=[CH:43][CH:44]=1. (5) Given the reactants [H-].[H-].[H-].[H-].[Li+].[Al+3].[CH3:7][O:8][C:9]1[CH:32]=[CH:31][C:12]2[CH2:13][CH:14]([CH2:16][CH2:17][C:18]3[CH:30]=[CH:29][C:21]([O:22][CH2:23][C:24](OCC)=[O:25])=[CH:20][CH:19]=3)[O:15][C:11]=2[CH:10]=1, predict the reaction product. The product is: [CH3:7][O:8][C:9]1[CH:32]=[CH:31][C:12]2[CH2:13][CH:14]([CH2:16][CH2:17][C:18]3[CH:19]=[CH:20][C:21]([O:22][CH2:23][CH2:24][OH:25])=[CH:29][CH:30]=3)[O:15][C:11]=2[CH:10]=1. (6) Given the reactants [N:1]1[CH:6]=[CH:5][C:4]([C:7]2[CH:8]=[C:9]3[C:14](=[CH:15][CH:16]=2)[N:13]=[C:12]([NH2:17])[N:11]=[CH:10]3)=[CH:3][CH:2]=1.Br[C:19]1[CH:26]=[CH:25][C:22]([CH:23]=[O:24])=[CH:21][CH:20]=1.C([O-])([O-])=O.[Cs+].[Cs+].C1C=CC(P(C2C(C3C(P(C4C=CC=CC=4)C4C=CC=CC=4)=CC=C4C=3C=CC=C4)=C3C(C=CC=C3)=CC=2)C2C=CC=CC=2)=CC=1, predict the reaction product. The product is: [N:1]1[CH:2]=[CH:3][C:4]([C:7]2[CH:8]=[C:9]3[C:14](=[CH:15][CH:16]=2)[N:13]=[C:12]([NH:17][C:19]2[CH:26]=[CH:25][C:22]([CH:23]=[O:24])=[CH:21][CH:20]=2)[N:11]=[CH:10]3)=[CH:5][CH:6]=1. (7) The product is: [CH:20]([C:10]1[NH:11][C:12]([C:13]2[CH:18]=[CH:17][CH:16]=[C:15]([CH3:19])[N:14]=2)=[C:8]([C:4]2[CH:3]=[C:2]([C:29]3[CH:28]=[CH:27][C:26]([O:25][C:24]([F:23])([F:35])[F:36])=[CH:31][CH:30]=3)[CH:7]=[CH:6][CH:5]=2)[N:9]=1)([CH3:22])[CH3:21]. Given the reactants Br[C:2]1[CH:3]=[C:4]([C:8]2[N:9]=[C:10]([CH:20]([CH3:22])[CH3:21])[NH:11][C:12]=2[C:13]2[CH:18]=[CH:17][CH:16]=[C:15]([CH3:19])[N:14]=2)[CH:5]=[CH:6][CH:7]=1.[F:23][C:24]([F:36])([F:35])[O:25][C:26]1[CH:31]=[CH:30][C:29](B(O)O)=[CH:28][CH:27]=1, predict the reaction product. (8) Given the reactants [CH3:1][N:2]([CH3:23])[CH2:3][CH2:4][NH:5][C:6]([N:8]1[CH2:13][CH2:12][N:11]([C:14]2[CH:19]=[CH:18][C:17]([N+:20]([O-])=O)=[CH:16][CH:15]=2)[CH2:10][CH2:9]1)=[O:7], predict the reaction product. The product is: [NH2:20][C:17]1[CH:16]=[CH:15][C:14]([N:11]2[CH2:12][CH2:13][N:8]([C:6]([NH:5][CH2:4][CH2:3][N:2]([CH3:23])[CH3:1])=[O:7])[CH2:9][CH2:10]2)=[CH:19][CH:18]=1. (9) Given the reactants [H-].[Na+].[OH:3][C:4]1[CH:9]=[CH:8][C:7]([C:10]2[CH:11]=[C:12]([C:18]#[N:19])[C:13](=[O:17])[NH:14][C:15]=2[CH3:16])=[CH:6][CH:5]=1.Br[CH2:21][C:22]([O:24][CH2:25][CH3:26])=[O:23], predict the reaction product. The product is: [CH2:25]([O:24][C:22](=[O:23])[CH2:21][O:3][C:4]1[CH:5]=[CH:6][C:7]([C:10]2[CH:11]=[C:12]([C:18]#[N:19])[C:13](=[O:17])[NH:14][C:15]=2[CH3:16])=[CH:8][CH:9]=1)[CH3:26]. (10) Given the reactants [CH2:1]([O:3][C:4]1[C:9]([NH2:10])=[CH:8][N:7]=[CH:6][N:5]=1)[CH3:2].N1C=CC=CC=1.Cl[C:18]([O:20][CH2:21][C:22]([Cl:25])([Cl:24])[Cl:23])=[O:19], predict the reaction product. The product is: [CH2:1]([O:3][C:4]1[C:9]([NH:10][C:18](=[O:19])[O:20][CH2:21][C:22]([Cl:25])([Cl:24])[Cl:23])=[CH:8][N:7]=[CH:6][N:5]=1)[CH3:2].